From a dataset of Forward reaction prediction with 1.9M reactions from USPTO patents (1976-2016). Predict the product of the given reaction. (1) Given the reactants C[C:2](C)([C:4](=[O:14])[CH2:5][C:6](=[N:8][CH2:9][CH2:10][N:11]([CH3:13])[CH3:12])[CH3:7])C.CC(CC(C)=O)=O.[O-]S([O-])(=O)=O.[Na+].[Na+], predict the reaction product. The product is: [CH3:12][N:11]([CH2:10][CH2:9][N:8]=[C:6]([CH3:7])[CH2:5][C:4](=[O:14])[CH3:2])[CH3:13]. (2) Given the reactants [OH:1][C:2]1[CH:7]=[CH:6][C:5]([C:8]([CH2:10][C:11]2[CH:16]=[CH:15][CH:14]=[CH:13][CH:12]=2)=[O:9])=[CH:4][CH:3]=1.C(O)C.C.[O:21]1[CH:26]=[CH:25][CH2:24][CH2:23][CH2:22]1, predict the reaction product. The product is: [CH2:10]([C:8]([C:5]1[CH:4]=[CH:3][C:2]([O:1][CH:22]2[CH2:23][CH2:24][CH2:25][CH2:26][O:21]2)=[CH:7][CH:6]=1)=[O:9])[C:11]1[CH:12]=[CH:13][CH:14]=[CH:15][CH:16]=1. (3) Given the reactants Br[C:2]1[CH:7]=[CH:6][CH:5]=[C:4]([CH:8]([C:22]2[CH:27]=[CH:26][CH:25]=[C:24]([O:28][CH3:29])[N:23]=2)[CH:9]([C:16]2[CH:17]=[N:18][CH:19]=[CH:20][CH:21]=2)[C:10]2[CH:11]=[N:12][CH:13]=[CH:14][CH:15]=2)[N:3]=1.[CH3:30][S:31]([NH2:34])(=[O:33])=[O:32].C([O-])([O-])=O.[Cs+].[Cs+].CC1(C)C2C(=C(P(C3C=CC=CC=3)C3C=CC=CC=3)C=CC=2)OC2C(P(C3C=CC=CC=3)C3C=CC=CC=3)=CC=CC1=2, predict the reaction product. The product is: [CH3:29][O:28][C:24]1[N:23]=[C:22]([CH:8]([C:4]2[N:3]=[C:2]([NH:34][S:31]([CH3:30])(=[O:33])=[O:32])[CH:7]=[CH:6][CH:5]=2)[CH:9]([C:16]2[CH:17]=[N:18][CH:19]=[CH:20][CH:21]=2)[C:10]2[CH:11]=[N:12][CH:13]=[CH:14][CH:15]=2)[CH:27]=[CH:26][CH:25]=1. (4) The product is: [C:1]([O:5][C@@H:6]([C:10]1[C:19]([CH3:20])=[CH:18][C:17]2[C:12](=[CH:13][CH:14]=[CH:15][CH:16]=2)[C:11]=1[C:35]1[CH:36]=[CH:37][C:28]([F:27])=[C:29]2[C:34]=1[N:33]=[CH:32][CH:31]=[CH:30]2)[C:7]([OH:9])=[O:8])([CH3:4])([CH3:3])[CH3:2]. Given the reactants [C:1]([O:5][C@@H:6]([C:10]1[C:19]([CH3:20])=[CH:18][C:17]2[C:12](=[CH:13][CH:14]=[CH:15][CH:16]=2)[C:11]=1C1CCCCC=1)[C:7]([OH:9])=[O:8])([CH3:4])([CH3:3])[CH3:2].[F:27][C:28]1[CH:37]=[CH:36][C:35](B(O)O)=[C:34]2[C:29]=1[CH:30]=[CH:31][CH:32]=[N:33]2, predict the reaction product. (5) Given the reactants [CH2:1]([O:3][C:4]([C:6]1[CH:7]=[C:8]([C:11](O)=[O:12])[O:9][CH:10]=1)=[O:5])[CH3:2].C(N(CC)CC)C.ClC(OCC)=O.O.[BH4-].[Na+].Cl, predict the reaction product. The product is: [CH2:1]([O:3][C:4]([C:6]1[CH:7]=[C:8]([CH2:11][OH:12])[O:9][CH:10]=1)=[O:5])[CH3:2].